Predict the reactants needed to synthesize the given product. From a dataset of Full USPTO retrosynthesis dataset with 1.9M reactions from patents (1976-2016). (1) Given the product [S:1]1[C:5]([C:6]2[C:7]([O:36][CH3:37])=[CH:8][C:9]([O:34][CH3:35])=[C:10]([CH:12]=[CH:13][C:14]([C:16]3[CH:21]=[C:20]([O:24][CH3:25])[C:19]([OH:60])=[C:18]([O:30][CH3:31])[CH:17]=3)=[O:15])[CH:11]=2)=[CH:4][C:3]2[CH:38]=[CH:39][CH:40]=[CH:41][C:2]1=2, predict the reactants needed to synthesize it. The reactants are: [S:1]1[C:5]([C:6]2[C:7]([O:36][CH3:37])=[CH:8][C:9]([O:34][CH3:35])=[C:10]([CH:12]=[CH:13][C:14]([CH:16]3[C:21](C)(C)[C:20]([O:24][CH3:25])=[C:19](C(C)(C)C)[C:18]([O:30][CH3:31])=[C:17]3O[SiH3])=[O:15])[CH:11]=2)=[CH:4][C:3]2[CH:38]=[CH:39][CH:40]=[CH:41][C:2]1=2.[F-].C([N+](CCCC)(CCCC)CCCC)CCC.[O:60]1CCCC1. (2) The reactants are: [OH:1][CH2:2][C:3]1([CH2:15][OH:16])[CH2:9][CH2:8][S:7][C:6]2[CH:10]=[CH:11][CH:12]=[CH:13][C:5]=2[C:4]1=[O:14].C(N(CC)CC)C.[C:24]1([N:30]=[C:31]=[S:32])[CH:29]=[CH:28][CH:27]=[CH:26][CH:25]=1. Given the product [OH:16][CH2:15][C:3]1([CH2:2][O:1][C:31](=[S:32])[NH:30][C:24]2[CH:29]=[CH:28][CH:27]=[CH:26][CH:25]=2)[CH2:9][CH2:8][S:7][C:6]2[CH:10]=[CH:11][CH:12]=[CH:13][C:5]=2[C:4]1=[O:14], predict the reactants needed to synthesize it. (3) Given the product [CH2:1]([O:3][C:4]([N:6]1[C:15]2[C:10](=[CH:11][C:12]([C:16]([F:19])([F:18])[F:17])=[CH:13][CH:14]=2)[CH:9]([Cl:25])[CH2:8][C@H:7]1[CH2:21][CH3:22])=[O:5])[CH3:2], predict the reactants needed to synthesize it. The reactants are: [CH2:1]([O:3][C:4]([N:6]1[C:15]2[C:10](=[CH:11][C:12]([C:16]([F:19])([F:18])[F:17])=[CH:13][CH:14]=2)[C@@H:9](O)[CH2:8][C@H:7]1[CH2:21][CH3:22])=[O:5])[CH3:2].S(Cl)([Cl:25])=O.